From a dataset of Reaction yield outcomes from USPTO patents with 853,638 reactions. Predict the reaction yield, written as a fraction of the theoretical maximum amount of product (1.0 means a 100% yield; for example, 0.34 means a 34% yield). The reactants are [CH2:1]1[C@@H:5]2[CH:6]3[C:11](=[O:12])[O:10][C:8](=[O:9])[CH:7]3[C@H:2]1[CH:3]=[CH:4]2.C1(C)C=CC=CC=1.COC1C=CC2N=CC=C([C@@H](O)[C@H]3N4C[C@H](C=C)[C@@H](CC4)C3)C=2C=1.[CH3:44][OH:45]. The catalyst is C(Cl)(Cl)(Cl)Cl. The product is [CH3:44][O:45][C:11]([C@@H:6]1[C@H:5]2[CH2:1][C@H:2]([CH:3]=[CH:4]2)[C@@H:7]1[C:8]([OH:10])=[O:9])=[O:12]. The yield is 0.980.